Dataset: Catalyst prediction with 721,799 reactions and 888 catalyst types from USPTO. Task: Predict which catalyst facilitates the given reaction. (1) Reactant: CC([O-])(C)C.[K+].[Br-].[C:8]([O:12][C:13]([C:15]1C=CC=CC=1[P+](C)(C1C=CC=CC=1)C1C=CC=CC=1)=[O:14])([CH3:11])([CH3:10])[CH3:9].[F:35][C:36]1[CH:37]=[C:38]([CH:41]=[CH:42][C:43]=1[N+:44]([O-:46])=[O:45])[CH:39]=O. Product: [C:8]([O:12][C:13](=[O:14])/[CH:15]=[CH:39]/[C:38]1[CH:41]=[CH:42][C:43]([N+:44]([O-:46])=[O:45])=[C:36]([F:35])[CH:37]=1)([CH3:11])([CH3:10])[CH3:9]. The catalyst class is: 7. (2) Reactant: Cl[C:2]1[CH:16]=[CH:15][C:5]2[C:6](=[O:14])[NH:7][C:8]3[C:13]([C:4]=2[CH:3]=1)=[CH:12][CH:11]=[CH:10][N:9]=3.[CH3:17][C:18]1[CH:25]=[CH:24][CH:23]=[CH:22][C:19]=1[CH2:20][NH2:21].[CH:26]1(P(C2CCCCC2)C2C=CC=CC=2C2C(C(C)C)=CC(C(C)C)=CC=2C(C)C)[CH2:31]CCC[CH2:27]1.CC(C)([O-])C.[Na+]. Product: [C:19]1([CH2:20][NH:21][C:2]2[CH:16]=[CH:15][C:5]3[C:6](=[O:14])[NH:7][C:8]4[C:13]([C:4]=3[CH:3]=2)=[CH:12][CH:11]=[CH:10][N:9]=4)[C:18]2[C:25](=[CH:27][CH:26]=[CH:31][CH:17]=2)[CH:24]=[CH:23][CH:22]=1. The catalyst class is: 160. (3) Reactant: [N:1]12[CH2:8][CH2:7][CH:4]([CH2:5][CH2:6]1)[C@@H:3]([O:9][C:10]([C:12]1([C:19]3[S:20][CH:21]=[CH:22][CH:23]=3)[CH2:18][CH2:17][CH2:16][CH2:15][CH2:14][CH2:13]1)=[O:11])[CH2:2]2.[Br:24][CH2:25][C:26]([NH:28][C:29]1[N:30]=[N:31][CH:32]=[CH:33][CH:34]=1)=[O:27].C(OCC)(=O)C.CCCC(C)C. Product: [Br-:24].[N:31]1[CH:32]=[CH:33][CH:34]=[C:29]([NH:28][C:26]([CH2:25][N+:1]23[CH2:6][CH2:5][CH:4]([CH2:7][CH2:8]2)[C@@H:3]([O:9][C:10]([C:12]2([C:19]4[S:20][CH:21]=[CH:22][CH:23]=4)[CH2:18][CH2:17][CH2:16][CH2:15][CH2:14][CH2:13]2)=[O:11])[CH2:2]3)=[O:27])[N:30]=1. The catalyst class is: 10. (4) Reactant: [CH2:1]([CH:3]([CH:6]=O)[CH:4]=O)[CH3:2].C1([NH:14]C(NC2C=CC=CC=2)=O)C=CC=CC=1.[CH:24]1([C:30]([CH3:32])=O)[CH2:29][CH2:28][CH2:27][CH2:26][CH2:25]1.C(O)(=O)C.C([O-])(=O)C.[NH4+].ClS(O)(=O)=O.[OH-].[Na+]. Product: [CH2:1]([C:3]1[CH:6]=[CH:32][C:30]([CH:24]2[CH2:29][CH2:28][CH2:27][CH2:26][CH2:25]2)=[N:14][CH:4]=1)[CH3:2]. The catalyst class is: 41. (5) Reactant: C(OC([NH:11][C@@H:12]([CH2:16][C:17]([F:20])([F:19])[CH3:18])[C:13]([OH:15])=[O:14])=O)C1C=CC=CC=1.C(=O)([O-])[O-].[Na+].[Na+].[OH-].[Na+].[C:37](O[C:37]([O:39][C:40]([CH3:43])([CH3:42])[CH3:41])=[O:38])([O:39][C:40]([CH3:43])([CH3:42])[CH3:41])=[O:38]. Product: [C:40]([O:39][C:37]([NH:11][C@@H:12]([CH2:16][C:17]([F:20])([F:19])[CH3:18])[C:13]([OH:15])=[O:14])=[O:38])([CH3:41])([CH3:42])[CH3:43]. The catalyst class is: 19.